The task is: Regression. Given a peptide amino acid sequence and an MHC pseudo amino acid sequence, predict their binding affinity value. This is MHC class I binding data.. This data is from Peptide-MHC class I binding affinity with 185,985 pairs from IEDB/IMGT. (1) The peptide sequence is NQPSVILAT. The MHC is Mamu-A01 with pseudo-sequence Mamu-A01. The binding affinity (normalized) is 0. (2) The peptide sequence is SYLKPHIFE. The MHC is HLA-A02:01 with pseudo-sequence HLA-A02:01. The binding affinity (normalized) is 0.0847.